This data is from Reaction yield outcomes from USPTO patents with 853,638 reactions. The task is: Predict the reaction yield, written as a fraction of the theoretical maximum amount of product (1.0 means a 100% yield; for example, 0.34 means a 34% yield). (1) The reactants are C1CN([P+](ON2N=NC3C=CC=CC2=3)(N2CCCC2)N2CCCC2)CC1.F[P-](F)(F)(F)(F)F.[NH2:34][CH:35]1[CH2:40][CH2:39][CH2:38][N:37]([C:41]([O:43][C:44]([CH3:47])([CH3:46])[CH3:45])=[O:42])[CH2:36]1.[Cl:48][C:49]1[CH:54]=[CH:53][C:52]([C:55]2[N:56]=[CH:57][C:58]([C:68](O)=[O:69])=[N:59][C:60]=2[C:61]2[CH:66]=[CH:65][C:64]([Cl:67])=[CH:63][CH:62]=2)=[CH:51][CH:50]=1.O. The catalyst is C(Cl)Cl. The product is [Cl:48][C:49]1[CH:50]=[CH:51][C:52]([C:55]2[N:56]=[CH:57][C:58]([C:68]([NH:34][CH:35]3[CH2:40][CH2:39][CH2:38][N:37]([C:41]([O:43][C:44]([CH3:47])([CH3:46])[CH3:45])=[O:42])[CH2:36]3)=[O:69])=[N:59][C:60]=2[C:61]2[CH:66]=[CH:65][C:64]([Cl:67])=[CH:63][CH:62]=2)=[CH:53][CH:54]=1. The yield is 0.860. (2) The reactants are [H-].[Na+].[Br:3][C:4]1[CH:9]=[CH:8][CH:7]=[CH:6][C:5]=1[OH:10].[CH3:11][O:12][CH2:13]Cl.O. The catalyst is CN(C)C=O. The product is [Br:3][C:4]1[CH:9]=[CH:8][CH:7]=[CH:6][C:5]=1[O:10][CH2:11][O:12][CH3:13]. The yield is 0.940. (3) The reactants are Cl[C:2]1[N:11]=[CH:10][CH:9]=[C:8]([C:12]#[N:13])[C:3]=1[C:4]([O:6][CH3:7])=[O:5].[CH3:14][N:15]1[CH:19]=[C:18](B2OC(C)(C)C(C)(C)O2)[CH:17]=[N:16]1.[F-].[K+]. The catalyst is COCCOC.Cl[Pd](Cl)([P](C1C=CC=CC=1)(C1C=CC=CC=1)C1C=CC=CC=1)[P](C1C=CC=CC=1)(C1C=CC=CC=1)C1C=CC=CC=1. The product is [C:12]([C:8]1[C:3]([C:4]([O:6][CH3:7])=[O:5])=[C:2]([C:18]2[CH:17]=[N:16][N:15]([CH3:14])[CH:19]=2)[N:11]=[CH:10][CH:9]=1)#[N:13]. The yield is 0.523. (4) The reactants are [Br:1][C:2]1[C:3]([F:12])=[C:4]2[C:10]([NH2:11])=[CH:9][NH:8][C:5]2=[N:6][CH:7]=1.[N:13]1[CH:18]=[CH:17][N:16]=[CH:15][C:14]=1[C:19](O)=[O:20].C1N(P(Cl)(N2C(=O)OCC2)=O)C(=O)OC1.C(N(CC)CC)C.[Li+].[OH-]. The catalyst is C(Cl)Cl.O. The product is [Br:1][C:2]1[C:3]([F:12])=[C:4]2[C:10]([NH:11][C:19]([C:14]3[CH:15]=[N:16][CH:17]=[CH:18][N:13]=3)=[O:20])=[CH:9][NH:8][C:5]2=[N:6][CH:7]=1. The yield is 0.610. (5) The reactants are [Cl:1][C:2]1[CH:7]=[C:6]([F:8])[CH:5]=[CH:4][C:3]=1[C@H:9]1[C:14]([C:15]([O:17][C@H:18]([CH3:24])[C:19]([O:21][CH2:22][CH3:23])=[O:20])=[O:16])=[C:13]([CH2:25]Br)[NH:12][C:11]([C:27]2[S:28][CH:29]=[CH:30][N:31]=2)=[N:10]1.[NH:32]1[CH2:37][CH2:36][O:35][CH2:34][C@H:33]1[C:38]([OH:40])=[O:39].C(=O)([O-])[O-].[K+].[K+]. The yield is 0.720. The product is [Cl:1][C:2]1[CH:7]=[C:6]([F:8])[CH:5]=[CH:4][C:3]=1[C@@H:9]1[N:10]=[C:11]([C:27]2[S:28][CH:29]=[CH:30][N:31]=2)[NH:12][C:13]([CH2:25][N:32]2[CH2:37][CH2:36][O:35][CH2:34][C@H:33]2[C:38]([OH:40])=[O:39])=[C:14]1[C:15]([O:17][C@H:18]([CH3:24])[C:19]([O:21][CH2:22][CH3:23])=[O:20])=[O:16]. The catalyst is C(O)C. (6) The reactants are [C:1]([C:5]1[CH:6]=[C:7]([C:10]([OH:12])=O)[NH:8][N:9]=1)([CH3:4])([CH3:3])[CH3:2].C1CCC(N=C=NC2CCCCC2)CC1.[Cl:28][C:29]1[CH:30]=[C:31]([C:36]2[O:40][C:39]([CH2:41][CH:42]([NH2:44])[CH3:43])=[CH:38][CH:37]=2)[CH:32]=[CH:33][C:34]=1[Cl:35]. The catalyst is C(Cl)Cl.CN(C=O)C.C(Cl)Cl. The product is [C:1]([C:5]1[CH:6]=[C:7]([C:10]([NH:44][CH:42]([CH3:43])[CH2:41][C:39]2[O:40][C:36]([C:31]3[CH:32]=[CH:33][C:34]([Cl:35])=[C:29]([Cl:28])[CH:30]=3)=[CH:37][CH:38]=2)=[O:12])[NH:8][N:9]=1)([CH3:2])([CH3:3])[CH3:4]. The yield is 0.150. (7) The reactants are [OH:1][CH2:2][C@H:3]1[O:7][C:6](=[O:8])[NH:5][CH2:4]1.N1C=CN=C1.[C:14]([Si:18](Cl)([C:25]1[CH:30]=[CH:29][CH:28]=[CH:27][CH:26]=1)[C:19]1[CH:24]=[CH:23][CH:22]=[CH:21][CH:20]=1)([CH3:17])([CH3:16])[CH3:15].Cl. The catalyst is CN(C)C=O. The product is [Si:18]([O:1][CH2:2][C@H:3]1[O:7][C:6](=[O:8])[NH:5][CH2:4]1)([C:14]([CH3:17])([CH3:16])[CH3:15])([C:25]1[CH:26]=[CH:27][CH:28]=[CH:29][CH:30]=1)[C:19]1[CH:24]=[CH:23][CH:22]=[CH:21][CH:20]=1. The yield is 0.740. (8) The reactants are [CH3:1][N:2]1[CH:7]=[CH:6][C:5](=[O:8])[N:4]([C:9]2[CH:21]=[CH:20][C:12]([CH2:13][C@@H:14]([C:16]([O:18][CH3:19])=[O:17])[NH2:15])=[CH:11][CH:10]=2)[C:3]1=[O:22].[F:23][C:24]1[CH:32]=[C:31]([NH:33][S:34]([C:37]2[CH:42]=[CH:41][C:40]([N:43]3[CH:47]=[CH:46][CH:45]=[CH:44]3)=[CH:39][CH:38]=2)(=[O:36])=[O:35])[CH:30]=[C:29]([F:48])[C:25]=1[C:26](O)=[O:27].CN(C(ON1N=NC2C=CC=NC1=2)=[N+](C)C)C.F[P-](F)(F)(F)(F)F.C(N(C(C)C)CC)(C)C. The catalyst is C(Cl)Cl. The product is [F:23][C:24]1[CH:32]=[C:31]([NH:33][S:34]([C:37]2[CH:38]=[CH:39][C:40]([N:43]3[CH:47]=[CH:46][CH:45]=[CH:44]3)=[CH:41][CH:42]=2)(=[O:36])=[O:35])[CH:30]=[C:29]([F:48])[C:25]=1[C:26]([NH:15][C@H:14]([C:16]([O:18][CH3:19])=[O:17])[CH2:13][C:12]1[CH:11]=[CH:10][C:9]([N:4]2[C:5](=[O:8])[CH:6]=[CH:7][N:2]([CH3:1])[C:3]2=[O:22])=[CH:21][CH:20]=1)=[O:27]. The yield is 0.590. (9) The reactants are [CH3:1][N:2]([CH2:4][C:5]1[CH:6]=[C:7]([C:12]2[CH:13]=[C:14]([C:25](O)=[O:26])[C:15]3[C:16]([CH3:24])=[CH:17][N:18]([CH:21]([CH3:23])[CH3:22])[C:19]=3[CH:20]=2)[CH:8]=[CH:9][C:10]=1[F:11])[CH3:3].Cl.[NH2:29][CH2:30][C:31]1[C:32](=[O:39])[NH:33][C:34]([CH3:38])=[CH:35][C:36]=1[CH3:37].C1C=NC2N(O)N=NC=2C=1.CN1CCOCC1.C(Cl)CCl. The catalyst is CN(C=O)C. The product is [CH3:1][N:2]([CH2:4][C:5]1[CH:6]=[C:7]([C:12]2[CH:13]=[C:14]([C:25]([NH:29][CH2:30][C:31]3[C:32](=[O:39])[NH:33][C:34]([CH3:38])=[CH:35][C:36]=3[CH3:37])=[O:26])[C:15]3[C:16]([CH3:24])=[CH:17][N:18]([CH:21]([CH3:22])[CH3:23])[C:19]=3[CH:20]=2)[CH:8]=[CH:9][C:10]=1[F:11])[CH3:3]. The yield is 0.649.